This data is from TCR-epitope binding with 47,182 pairs between 192 epitopes and 23,139 TCRs. The task is: Binary Classification. Given a T-cell receptor sequence (or CDR3 region) and an epitope sequence, predict whether binding occurs between them. (1) The epitope is YFPLQSYGF. The TCR CDR3 sequence is CASSGGGLGVQASRYQPQHF. Result: 0 (the TCR does not bind to the epitope). (2) The epitope is VVYRGTTTY. The TCR CDR3 sequence is CASSQDPGGGASGELFF. Result: 1 (the TCR binds to the epitope). (3) The epitope is SLFNTVATLY. The TCR CDR3 sequence is CATSDLAQEHSNQPQHF. Result: 0 (the TCR does not bind to the epitope). (4) The epitope is RTLNAWVKV. The TCR CDR3 sequence is CATSDFRQGDVLFWQFF. Result: 1 (the TCR binds to the epitope). (5) The epitope is IPSINVHHY. The TCR CDR3 sequence is CASSFGSGLAGGNFYNEQFF. Result: 1 (the TCR binds to the epitope).